From a dataset of Full USPTO retrosynthesis dataset with 1.9M reactions from patents (1976-2016). Predict the reactants needed to synthesize the given product. (1) Given the product [C:15]1([C:18]2[CH:19]=[CH:20][CH:21]=[CH:22][CH:23]=2)[CH:16]=[CH:17][C:12]([O:11][CH2:10][CH2:9][CH2:8][CH2:7][O:6][CH2:5][CH:4]=[O:3])=[CH:13][CH:14]=1, predict the reactants needed to synthesize it. The reactants are: C([O:3][CH:4](OCC)[CH2:5][O:6][CH2:7][CH2:8][CH2:9][CH2:10][O:11][C:12]1[CH:17]=[CH:16][C:15]([C:18]2[CH:23]=[CH:22][CH:21]=[CH:20][CH:19]=2)=[CH:14][CH:13]=1)C.CC(C)=O.O. (2) The reactants are: Cl[C:2]1[CH:7]=[CH:6][C:5]([C:8]2([C:11]([N:13]3[CH2:17][CH2:16][C@@:15]4([C:21]5[CH:22]=[CH:23][CH:24]=[CH:25][C:20]=5[C:19](=[O:26])[O:18]4)[CH2:14]3)=[O:12])[CH2:10][CH2:9]2)=[C:4]([F:27])[CH:3]=1.C([Sn](CCCC)(CCCC)[C:33]1[CH:38]=[CH:37][CH:36]=[CH:35][N:34]=1)CCC.C(P(C(C)(C)C)C(C)(C)C)(C)(C)C.C(=O)([O-])[O-].[Cs+].[Cs+]. Given the product [F:27][C:4]1[CH:3]=[C:2]([C:33]2[CH:38]=[CH:37][CH:36]=[CH:35][N:34]=2)[CH:7]=[CH:6][C:5]=1[C:8]1([C:11]([N:13]2[CH2:17][CH2:16][C@@:15]3([C:21]4[CH:22]=[CH:23][CH:24]=[CH:25][C:20]=4[C:19](=[O:26])[O:18]3)[CH2:14]2)=[O:12])[CH2:10][CH2:9]1, predict the reactants needed to synthesize it. (3) Given the product [C:1]([N:4]1[CH2:8][CH2:7][C:6]2([C:16]3[C:11](=[CH:12][CH:13]=[C:14]([SH:17])[CH:15]=3)[N:10]([C:21](=[O:26])[C:22]([F:24])([F:25])[F:23])[CH2:9]2)[CH2:5]1)(=[O:3])[CH3:2], predict the reactants needed to synthesize it. The reactants are: [C:1]([N:4]1[CH2:8][CH2:7][C:6]2([C:16]3[C:11](=[CH:12][CH:13]=[C:14]([S:17](Cl)(=O)=O)[CH:15]=3)[N:10]([C:21](=[O:26])[C:22]([F:25])([F:24])[F:23])[CH2:9]2)[CH2:5]1)(=[O:3])[CH3:2].C1(P(C2C=CC=CC=2)C2C=CC=CC=2)C=CC=CC=1. (4) Given the product [F:1][C:2]1[CH:3]=[CH:4][C:5]([O:15][CH3:16])=[C:6]([NH2:31])[CH:14]=1, predict the reactants needed to synthesize it. The reactants are: [F:1][C:2]1[CH:3]=[CH:4][C:5]([O:15][CH3:16])=[C:6]([CH:14]=1)CC1SC(N)=NC=1.ClC(CC1C=C(F)C=CC=1OC)C=O.[NH2:31]C(N)=S. (5) The reactants are: [NH:1]1[CH2:6][CH2:5][O:4][CH2:3][CH2:2]1.C([S:9][C:10](=S)[CH2:11][C:12](=[O:27])[C:13]1[C:26]2[S:25][C:24]3[C:19](=[CH:20][CH:21]=[CH:22][CH:23]=3)[S:18][C:17]=2[CH:16]=[CH:15][CH:14]=1)C. Given the product [N:1]1([C:10](=[S:9])[CH2:11][C:12]([C:13]2[C:26]3[S:25][C:24]4[C:19](=[CH:20][CH:21]=[CH:22][CH:23]=4)[S:18][C:17]=3[CH:16]=[CH:15][CH:14]=2)=[O:27])[CH2:6][CH2:5][O:4][CH2:3][CH2:2]1, predict the reactants needed to synthesize it. (6) Given the product [Cl:1][C:2]1[N:7]=[C:6]([NH:11][C:12]2[CH:16]=[C:15]([CH3:17])[NH:14][N:13]=2)[CH:5]=[C:4]([CH2:9][CH3:10])[N:3]=1, predict the reactants needed to synthesize it. The reactants are: [Cl:1][C:2]1[N:7]=[C:6](Cl)[CH:5]=[C:4]([CH2:9][CH3:10])[N:3]=1.[NH2:11][C:12]1[CH:16]=[C:15]([CH3:17])[NH:14][N:13]=1.C(=O)([O-])[O-].[Na+].[Na+].